This data is from Peptide-MHC class II binding affinity with 134,281 pairs from IEDB. The task is: Regression. Given a peptide amino acid sequence and an MHC pseudo amino acid sequence, predict their binding affinity value. This is MHC class II binding data. The peptide sequence is ALRIIAGTPEVHAVK. The MHC is DRB5_0101 with pseudo-sequence DRB5_0101. The binding affinity (normalized) is 0.522.